From a dataset of Full USPTO retrosynthesis dataset with 1.9M reactions from patents (1976-2016). Predict the reactants needed to synthesize the given product. (1) Given the product [Br:1][C:2]1[CH:3]=[C:4]2[C:9](=[CH:10][CH:11]=1)[C:8]([CH3:12])([CH3:13])[NH:7][C:6](=[O:14])[C:5]2=[CH:15][NH:36][C:33]1[CH:34]=[CH:35][C:30]([N:27]2[CH2:26][CH2:25][N:24]([CH3:23])[CH2:29][CH2:28]2)=[CH:31][CH:32]=1, predict the reactants needed to synthesize it. The reactants are: [Br:1][C:2]1[CH:3]=[C:4]2[C:9](=[CH:10][CH:11]=1)[C:8]([CH3:13])([CH3:12])[NH:7][C:6](=[O:14])[CH2:5]2.[CH3:15]OC(N(C)C)OC.[CH3:23][N:24]1[CH2:29][CH2:28][N:27]([C:30]2[CH:35]=[CH:34][C:33]([NH2:36])=[CH:32][CH:31]=2)[CH2:26][CH2:25]1. (2) Given the product [Cl:12][C:4]1[C:5](=[O:9])[NH:6][CH:7]=[N:8][C:3]=1[C:2]([F:1])([F:10])[F:11], predict the reactants needed to synthesize it. The reactants are: [F:1][C:2]([F:11])([F:10])[C:3]1[N:8]=[CH:7][NH:6][C:5](=[O:9])[CH:4]=1.[Cl:12]N1C(=O)CCC1=O.